This data is from Reaction yield outcomes from USPTO patents with 853,638 reactions. The task is: Predict the reaction yield, written as a fraction of the theoretical maximum amount of product (1.0 means a 100% yield; for example, 0.34 means a 34% yield). The reactants are Cl[CH:2]1[NH+:11]2[CH2:12][CH2:13][C:14]3[C:19]([C:10]2=[C:9]([CH3:23])[C:8]2[CH:7]=[CH:6][C:5]([O:24][CH3:25])=[C:4]([O:26][CH3:27])[C:3]1=2)=[CH:18][C:17]1[O:20][CH2:21][O:22][C:16]=1[CH:15]=3.[Cl-].[CH2:29]([Mg]Br)[CH3:30].O1CC[CH2:35][CH2:34]1. The catalyst is C(OCC)C. The product is [CH2:34]([C:2]1([CH2:29][CH3:30])[N:11]2[CH2:12][CH2:13][C:14]3[C:19]([C:10]2=[C:9]([CH3:23])[C:8]2[CH:7]=[CH:6][C:5]([O:24][CH3:25])=[C:4]([O:26][CH3:27])[C:3]1=2)=[CH:18][C:17]1[O:20][CH2:21][O:22][C:16]=1[CH:15]=3)[CH3:35]. The yield is 0.210.